Dataset: Blood-brain barrier permeability classification from the B3DB database. Task: Regression/Classification. Given a drug SMILES string, predict its absorption, distribution, metabolism, or excretion properties. Task type varies by dataset: regression for continuous measurements (e.g., permeability, clearance, half-life) or binary classification for categorical outcomes (e.g., BBB penetration, CYP inhibition). Dataset: b3db_classification. The drug is CC(=O)Cn1nc(-c2c(-c3ccccc3)nn3ccccc23)ccc1=O. The result is 1 (penetrates BBB).